Dataset: CYP2C19 inhibition data for predicting drug metabolism from PubChem BioAssay. Task: Regression/Classification. Given a drug SMILES string, predict its absorption, distribution, metabolism, or excretion properties. Task type varies by dataset: regression for continuous measurements (e.g., permeability, clearance, half-life) or binary classification for categorical outcomes (e.g., BBB penetration, CYP inhibition). Dataset: cyp2c19_veith. (1) The compound is COC(=O)N1CCC[C@@]2(CCN(C(=O)Nc3cccc(F)c3)C2)C1. The result is 0 (non-inhibitor). (2) The drug is COCC(=O)N1CCC2(CCN(Cc3cc(C(F)(F)F)cc(C(F)(F)F)c3)CC2)CC1. The result is 0 (non-inhibitor). (3) The drug is CC[N+](CC)(CCNC(=O)C(=O)NCC[N+](CC)(CC)Cc1ccccc1Cl)Cc1ccccc1Cl. The result is 0 (non-inhibitor). (4) The molecule is Oc1ccc(/C=N/NC(=S)NCc2ccco2)cc1. The result is 1 (inhibitor). (5) The molecule is c1ccc2c(-n3ccnc3)nc(-c3ccoc3)nc2c1. The result is 1 (inhibitor). (6) The drug is CCCCc1c2ccccc2nc2[nH]c3ccccc3c12. The result is 0 (non-inhibitor). (7) The drug is CCOC(=O)c1nnn(-c2nonc2N)c1-c1ccc(C)cc1. The result is 1 (inhibitor). (8) The drug is Cc1nn(CCc2n[nH]c(=S)n2-c2ccc(F)c(Cl)c2)c(C)c1[N+](=O)[O-]. The result is 1 (inhibitor). (9) The compound is C[C@@]12CC[C@@H]3[C@H](CC[C@H]4C[C@@H](O[C@@H]5O[C@H](CO)[C@@H](O)[C@H](O)[C@@H]5O)CC[C@]43C)[C@@]1(O)CC[C@@H]2C1=CCOC1=O. The result is 0 (non-inhibitor). (10) The drug is CCNc1ncc2nc(-c3cc(F)cc(F)c3)c(=O)n(CCC#N)c2n1. The result is 0 (non-inhibitor).